Dataset: Forward reaction prediction with 1.9M reactions from USPTO patents (1976-2016). Task: Predict the product of the given reaction. (1) Given the reactants S(C)C.[Br:4][CH2:5][C:6]1[CH:14]=[CH:13][C:9]([C:10](O)=[O:11])=[CH:8][CH:7]=1.CO, predict the reaction product. The product is: [Br:4][CH2:5][C:6]1[CH:14]=[CH:13][C:9]([CH2:10][OH:11])=[CH:8][CH:7]=1. (2) The product is: [C:33]1([C:36]2[CH:37]=[CH:38][CH:39]=[CH:40][CH:41]=2)[CH:34]=[CH:35][C:30]([C:28]2[O:29][C:25]([CH3:24])=[C:26]([CH2:42][CH2:43][O:44][C:10]3[CH:9]=[CH:8][C:7]([CH2:6][C:5]([CH3:14])([O:15][C:16]4[CH:17]=[C:18]([CH3:22])[CH:19]=[CH:20][CH:21]=4)[C:4]([OH:23])=[O:3])=[CH:12][CH:11]=3)[N:27]=2)=[CH:31][CH:32]=1. Given the reactants C([O:3][C:4](=[O:23])[C:5]([O:15][C:16]1[CH:17]=[C:18]([CH3:22])[CH:19]=[CH:20][CH:21]=1)([CH3:14])[CH2:6][C:7]1[CH:12]=[CH:11][C:10](O)=[CH:9][CH:8]=1)C.[CH3:24][C:25]1[O:29][C:28]([C:30]2[CH:35]=[CH:34][C:33]([C:36]3[CH:41]=[CH:40][CH:39]=[CH:38][CH:37]=3)=[CH:32][CH:31]=2)=[N:27][C:26]=1[CH2:42][CH2:43][O:44]S(C1C=CC(C)=CC=1)(=O)=O.C([O-])([O-])=O.[K+].[K+].[OH-].[Na+], predict the reaction product. (3) The product is: [CH3:1][O:2][C:3]([C@@H:5]([N:13]1[CH2:21][C:17]2[CH:18]=[CH:19][S:20][C:16]=2[CH2:15][CH2:14]1)[C:6]1[C:11]([Cl:12])=[CH:10][CH:9]=[CH:8][CH:7]=1)=[O:4].[CH:25]1[CH:26]=[CH:27][C:22]([S:28]([OH:31])(=[O:30])=[O:29])=[CH:23][CH:24]=1. Given the reactants [CH3:1][O:2][C:3]([C@@H:5]([N:13]1[CH2:21][C:17]2[CH:18]=[CH:19][S:20][C:16]=2[CH2:15][CH2:14]1)[C:6]1[CH:7]=[CH:8][CH:9]=[CH:10][C:11]=1[Cl:12])=[O:4].[C:22]1([S:28]([OH:31])(=[O:30])=[O:29])[CH:27]=[CH:26][CH:25]=[CH:24][CH:23]=1.C1(C)C=CC=CC=1, predict the reaction product. (4) Given the reactants N1C=CC=CC=1.[Cl:7][C:8]1[CH:22]=[CH:21][C:11]([CH2:12][NH:13][C:14]2[CH:15]=[C:16]([OH:20])[CH:17]=[CH:18][CH:19]=2)=[CH:10][CH:9]=1.[CH3:23][N:24]1[CH:28]=[CH:27][C:26]([S:29](Cl)(=[O:31])=[O:30])=[N:25]1.[OH-].[Li+], predict the reaction product. The product is: [Cl:7][C:8]1[CH:22]=[CH:21][C:11]([CH2:12][N:13]([C:14]2[CH:19]=[CH:18][CH:17]=[C:16]([OH:20])[CH:15]=2)[S:29]([C:26]2[CH:27]=[CH:28][N:24]([CH3:23])[N:25]=2)(=[O:31])=[O:30])=[CH:10][CH:9]=1. (5) Given the reactants [C:1]([NH:8][CH2:9][CH2:10][C:11]1[C:19]2[C:14](=[CH:15][CH:16]=[CH:17][N:18]=2)[NH:13][CH:12]=1)([O:3][C:4]([CH3:7])([CH3:6])[CH3:5])=[O:2].[F:20][C:21]1[CH:26]=[C:25]([F:27])[CH:24]=[CH:23][C:22]=1[S:28](Cl)(=[O:30])=[O:29].CC(C)([O-])C.[K+].C([O-])(O)=O.[Na+], predict the reaction product. The product is: [F:20][C:21]1[CH:26]=[C:25]([F:27])[CH:24]=[CH:23][C:22]=1[S:28]([N:13]1[C:14]2[C:19](=[N:18][CH:17]=[CH:16][CH:15]=2)[C:11]([CH2:10][CH2:9][NH:8][C:1](=[O:2])[O:3][C:4]([CH3:6])([CH3:7])[CH3:5])=[CH:12]1)(=[O:30])=[O:29].